From a dataset of Forward reaction prediction with 1.9M reactions from USPTO patents (1976-2016). Predict the product of the given reaction. (1) The product is: [C:7]1([N:1]2[CH:5]=[CH:4][CH:3]=[CH:2]2)[CH:12]=[CH:11][CH:10]=[CH:9][CH:8]=1. Given the reactants [NH:1]1[CH:5]=[CH:4][CH:3]=[CH:2]1.I[C:7]1[CH:12]=[CH:11][CH:10]=[CH:9][CH:8]=1, predict the reaction product. (2) Given the reactants [F:1][C:2]1[CH:3]=[C:4]([CH2:16][OH:17])[CH:5]=[CH:6][C:7]=1[O:8][C:9]1[CH:14]=[CH:13][CH:12]=[C:11]([F:15])[CH:10]=1.C(OC([N:25]1[C:33]2[N:28]([C:29](=[O:35])[N:30]=[C:31](Cl)[CH:32]=2)[CH2:27][C@@H:26]1[CH3:36])=O)(C)(C)C, predict the reaction product. The product is: [F:1][C:2]1[CH:3]=[C:4]([CH:5]=[CH:6][C:7]=1[O:8][C:9]1[CH:14]=[CH:13][CH:12]=[C:11]([F:15])[CH:10]=1)[CH2:16][O:17][C:31]1[CH:32]=[C:33]2[NH:25][C@@H:26]([CH3:36])[CH2:27][N:28]2[C:29](=[O:35])[N:30]=1. (3) Given the reactants C([N:8]1[CH2:13][CH2:12][CH:11]([NH:14][C:15]2[N:24]=[C:23]([N:25]([CH3:27])[CH3:26])[C:22]3[C:17](=[CH:18][CH:19]=[CH:20][CH:21]=3)[N:16]=2)[CH2:10][CH2:9]1)C1C=CC=CC=1.C(N(C(C)C)CC)(C)C.[Br:37][C:38]1[CH:43]=[CH:42][C:41]([S:44](Cl)(=[O:46])=[O:45])=[C:40]([O:48][C:49]([F:52])([F:51])[F:50])[CH:39]=1, predict the reaction product. The product is: [Br:37][C:38]1[CH:43]=[CH:42][C:41]([S:44]([N:8]2[CH2:9][CH2:10][CH:11]([NH:14][C:15]3[N:24]=[C:23]([N:25]([CH3:26])[CH3:27])[C:22]4[C:17](=[CH:18][CH:19]=[CH:20][CH:21]=4)[N:16]=3)[CH2:12][CH2:13]2)(=[O:46])=[O:45])=[C:40]([O:48][C:49]([F:51])([F:50])[F:52])[CH:39]=1. (4) Given the reactants [Cl:1][C:2]1[CH:7]=[CH:6][C:5]([CH:8]([C:14]2[C:22]3[C:17](=[C:18]([NH:23][S:24]([CH3:27])(=[O:26])=[O:25])[CH:19]=[CH:20][CH:21]=3)[NH:16][N:15]=2)[CH2:9][CH2:10][C:11](O)=[O:12])=[C:4]([F:28])[CH:3]=1.O[N:30]=[C:31]([NH2:33])[CH3:32].C(Cl)CCl, predict the reaction product. The product is: [Cl:1][C:2]1[CH:7]=[CH:6][C:5]([CH:8]([C:14]2[C:22]3[C:17](=[C:18]([NH:23][S:24]([CH3:27])(=[O:26])=[O:25])[CH:19]=[CH:20][CH:21]=3)[NH:16][N:15]=2)[CH2:9][CH2:10][C:11]2[O:12][N:33]=[C:31]([CH3:32])[N:30]=2)=[C:4]([F:28])[CH:3]=1. (5) Given the reactants [NH:1]1[CH2:6][CH2:5][NH:4][CH2:3][CH2:2]1.[OH:7][C@@H:8]([CH3:14])[C:9](OCC)=[O:10].C[O-].[Na+].O.O.O.C(O)(=O)C(O)=O, predict the reaction product. The product is: [OH:7][C@@H:8]([CH3:14])[C:9]([N:1]1[CH2:6][CH2:5][NH:4][CH2:3][CH2:2]1)=[O:10]. (6) Given the reactants Br[CH2:2][C:3]1[CH:8]=[CH:7][C:6]([F:9])=[CH:5][CH:4]=1.[SH:10][CH2:11][CH2:12][OH:13].C([O-])([O-])=[O:15].[K+].[K+].[OH2:20], predict the reaction product. The product is: [F:9][C:6]1[CH:7]=[CH:8][C:3]([CH2:2][S:10]([CH2:11][CH2:12][OH:13])(=[O:15])=[O:20])=[CH:4][CH:5]=1. (7) The product is: [C:1]([N:5]1[CH2:14][CH2:13][C:12]2[C:7](=[CH:8][N:9]=[C:10]([OH:15])[CH:11]=2)[CH2:6]1)([CH3:4])([CH3:2])[CH3:3]. Given the reactants [C:1]([N:5]1[CH2:14][CH2:13][C:12]2[C:7](=[CH:8][N:9]=[C:10]([O:15]C)[CH:11]=2)[CH2:6]1)([CH3:4])([CH3:3])[CH3:2].Br, predict the reaction product.